From a dataset of Catalyst prediction with 721,799 reactions and 888 catalyst types from USPTO. Predict which catalyst facilitates the given reaction. (1) Reactant: [Cl:1][C:2]1[CH:3]=[C:4](/[CH:8]=[N:9]/[S@@:10]([C:12]([CH3:15])([CH3:14])[CH3:13])=[O:11])[CH:5]=[N:6][CH:7]=1.[CH2:16](Br)[CH:17]=[CH2:18].[In]. Product: [Cl:1][C:2]1[CH:3]=[C:4]([C@@H:8]([NH:9][S@@:10]([C:12]([CH3:15])([CH3:14])[CH3:13])=[O:11])[CH2:18][CH:17]=[CH2:16])[CH:5]=[N:6][CH:7]=1. The catalyst class is: 1. (2) Reactant: [F:1][C:2]1[CH:3]=[C:4]([CH:22]=[CH:23][C:24]=1[NH:25][C:26]([NH:28][C:29]1[CH:34]=[C:33]([CH3:35])[CH:32]=[CH:31][C:30]=1[F:36])=[O:27])[O:5][C:6]1[CH:11]=[CH:10][N:9]=[C:8]2[CH:12]=[C:13]([C:15]([NH:17]CCC=O)=[O:16])[S:14][C:7]=12.[OH:37][CH:38]1[CH2:43][CH2:42][NH:41][CH2:40][CH2:39]1.C(O)(=O)C.C([BH3-])#N.[Na+].[CH2:52]1[CH2:56]OC[CH2:53]1. Product: [F:1][C:2]1[CH:3]=[C:4]([CH:22]=[CH:23][C:24]=1[NH:25][C:26]([NH:28][C:29]1[CH:34]=[C:33]([CH3:35])[CH:32]=[CH:31][C:30]=1[F:36])=[O:27])[O:5][C:6]1[CH:11]=[CH:10][N:9]=[C:8]2[CH:12]=[C:13]([C:15]([NH:17][CH2:53][CH2:52][CH2:56][N:41]3[CH2:42][CH2:43][CH:38]([OH:37])[CH2:39][CH2:40]3)=[O:16])[S:14][C:7]=12. The catalyst class is: 18. (3) Reactant: [Br:1][C:2]1[CH:7]=[CH:6][C:5]([N:8]2[CH2:13][CH2:12][NH:11][CH2:10][CH2:9]2)=[CH:4][CH:3]=1.[C:14](=O)([O:21]C1C=CC([N+]([O-])=O)=CC=1)[O:15][CH2:16][C:17]([NH:19][CH3:20])=[O:18]. Product: [Br:1][C:2]1[CH:3]=[CH:4][C:5]([N:8]2[CH2:13][CH2:12][N:11]([C:14]([O:15][CH2:16][C:17]([NH:19][CH3:20])=[O:18])=[O:21])[CH2:10][CH2:9]2)=[CH:6][CH:7]=1. The catalyst class is: 26. (4) Reactant: [CH2:1]([NH:5][S:6]([C:9]1[CH:14]=[CH:13][C:12]([N:15]2[CH2:20][CH2:19][NH:18][CH2:17][CH2:16]2)=[CH:11][CH:10]=1)(=[O:8])=[O:7])[CH:2]([CH3:4])[CH3:3].CCN(CC)CC.[C:28](Cl)(=[O:30])[CH3:29]. Product: [C:28]([N:18]1[CH2:19][CH2:20][N:15]([C:12]2[CH:11]=[CH:10][C:9]([S:6]([NH:5][CH2:1][CH:2]([CH3:4])[CH3:3])(=[O:8])=[O:7])=[CH:14][CH:13]=2)[CH2:16][CH2:17]1)(=[O:30])[CH3:29]. The catalyst class is: 2. (5) Reactant: [OH-].[Na+].[CH3:3][N:4]([CH3:40])[CH2:5][CH2:6][CH2:7][O:8][C:9]1[CH:14]=[CH:13][C:12]([C:15]2[CH:20]=[CH:19][C:18]([C:21]([O:23]CC)=[O:22])=[CH:17][CH:16]=2)=[CH:11][C:10]=1[C:26]1[CH:35]=[CH:34][C:33]2[C:32]([CH3:37])([CH3:36])[CH2:31][CH2:30][C:29]([CH3:39])([CH3:38])[C:28]=2[CH:27]=1. Product: [CH3:40][N:4]([CH3:3])[CH2:5][CH2:6][CH2:7][O:8][C:9]1[CH:14]=[CH:13][C:12]([C:15]2[CH:20]=[CH:19][C:18]([C:21]([OH:23])=[O:22])=[CH:17][CH:16]=2)=[CH:11][C:10]=1[C:26]1[CH:35]=[CH:34][C:33]2[C:32]([CH3:36])([CH3:37])[CH2:31][CH2:30][C:29]([CH3:39])([CH3:38])[C:28]=2[CH:27]=1. The catalyst class is: 7. (6) Reactant: [NH2:1][C:2]1[CH:11]=[CH:10][C:5]([C:6]([O:8][CH3:9])=[O:7])=[C:4]([Cl:12])[CH:3]=1.C([O-])([O-])=O.[Ca+2].[I:18]I. Product: [NH2:1][C:2]1[C:11]([I:18])=[CH:10][C:5]([C:6]([O:8][CH3:9])=[O:7])=[C:4]([Cl:12])[CH:3]=1.[NH2:1][C:2]1[CH:11]=[CH:10][C:5]([C:6]([O:8][CH3:9])=[O:7])=[C:4]([Cl:12])[C:3]=1[I:18]. The catalyst class is: 100.